Task: Regression. Given two drug SMILES strings and cell line genomic features, predict the synergy score measuring deviation from expected non-interaction effect.. Dataset: NCI-60 drug combinations with 297,098 pairs across 59 cell lines Drug 1: COC1=CC(=CC(=C1O)OC)C2C3C(COC3=O)C(C4=CC5=C(C=C24)OCO5)OC6C(C(C7C(O6)COC(O7)C8=CC=CS8)O)O. Drug 2: C1=CC(=CC=C1C#N)C(C2=CC=C(C=C2)C#N)N3C=NC=N3. Cell line: MCF7. Synergy scores: CSS=23.3, Synergy_ZIP=-1.36, Synergy_Bliss=-2.02, Synergy_Loewe=-20.5, Synergy_HSA=-1.38.